This data is from Forward reaction prediction with 1.9M reactions from USPTO patents (1976-2016). The task is: Predict the product of the given reaction. (1) Given the reactants [CH3:1]N(C)C1C2C(=CC=CC=2N(C)C)C=CC=1.[C:17]([O:21][C:22](=[O:44])[N:23]([C@H:27]1[CH2:35][CH2:34][CH2:33][C@H:32]([CH2:36][CH2:37][CH:38]([CH3:40])[CH3:39])[C@@H:31]([OH:41])[C@H:30]([CH3:42])[O:29][C:28]1=[O:43])[CH2:24][O:25][CH3:26])([CH3:20])([CH3:19])[CH3:18].[O-]S([O-])(=O)=O.[Na+].[Na+].F[B-](F)(F)F.C[O+](C)C, predict the reaction product. The product is: [C:17]([O:21][C:22](=[O:44])[N:23]([C@H:27]1[CH2:35][CH2:34][CH2:33][C@H:32]([CH2:36][CH2:37][CH:38]([CH3:39])[CH3:40])[C@@H:31]([O:41][CH3:1])[C@H:30]([CH3:42])[O:29][C:28]1=[O:43])[CH2:24][O:25][CH3:26])([CH3:19])([CH3:18])[CH3:20]. (2) Given the reactants [C:1]([O:5][C:6](=[O:26])[CH2:7][CH2:8][CH2:9][CH2:10][CH2:11][CH2:12][CH2:13][CH2:14][CH2:15][CH2:16][CH2:17][CH2:18][CH2:19][CH2:20][CH2:21][CH2:22][C:23]([OH:25])=[O:24])([CH3:4])([CH3:3])[CH3:2].[B-](F)(F)(F)F.CN(C(O[N:40]1[C:45](=[O:46])[CH2:44][CH2:43][C:41]1=[O:42])=[N+](C)C)C.CCN(C(C)C)C(C)C.Cl, predict the reaction product. The product is: [O:42]=[C:41]1[CH2:43][CH2:44][C:45](=[O:46])[N:40]1[O:24][C:23](=[O:25])[CH2:22][CH2:21][CH2:20][CH2:19][CH2:18][CH2:17][CH2:16][CH2:15][CH2:14][CH2:13][CH2:12][CH2:11][CH2:10][CH2:9][CH2:8][CH2:7][C:6]([O:5][C:1]([CH3:4])([CH3:2])[CH3:3])=[O:26]. (3) Given the reactants [N:1]1[CH:6]=[C:5]([C:7]([NH:9][C:10]2([C:13]([OH:15])=O)[CH2:12][CH2:11]2)=[O:8])[CH:4]=[N:3][CH:2]=1.FC(F)(F)C(O)=O.N[C:24]1[N:29]=[C:28](C)[C:27]([NH:31][C:32]2[C:37]([F:38])=[CH:36][CH:35]=[CH:34][C:33]=2[Cl:39])=[CH:26][CH:25]=1.[CH3:40][N:41](C(ON1N=NC2C=CC=CC1=2)=[N+](C)C)C.[B-](F)(F)(F)F, predict the reaction product. The product is: [Cl:39][C:33]1[CH:34]=[CH:35][CH:36]=[C:37]([F:38])[C:32]=1[NH:31][C:27]1[CH:26]=[CH:25][C:24]([CH2:40][NH:41][C:13]([C:10]2([NH:9][C:7]([C:5]3[CH:4]=[N:3][CH:2]=[N:1][CH:6]=3)=[O:8])[CH2:11][CH2:12]2)=[O:15])=[N:29][CH:28]=1.